Dataset: Catalyst prediction with 721,799 reactions and 888 catalyst types from USPTO. Task: Predict which catalyst facilitates the given reaction. (1) Reactant: [OH:1][C:2]1[CH:3]=[C:4]([CH:9]=[C:10]([OH:12])[CH:11]=1)[C:5]([O:7][CH3:8])=[O:6].[C:13]1([CH3:23])[CH:18]=[CH:17][C:16]([S:19](Cl)(=[O:21])=[O:20])=[CH:15][CH:14]=1.C(=O)([O-])O.[Na+]. Product: [OH:1][C:2]1[CH:3]=[C:4]([CH:9]=[C:10]([O:12][S:19]([C:16]2[CH:17]=[CH:18][C:13]([CH3:23])=[CH:14][CH:15]=2)(=[O:21])=[O:20])[CH:11]=1)[C:5]([O:7][CH3:8])=[O:6]. The catalyst class is: 27. (2) Reactant: [NH2:1][C:2]1[CH:7]=[C:6]([C:8](=[O:10])[NH2:9])[N:5]=[C:4]([C:11]2[CH2:12][CH2:13][N:14]([C:17]([O:19][C:20]([CH3:23])([CH3:22])[CH3:21])=[O:18])[CH2:15][CH:16]=2)[CH:3]=1. Product: [NH2:1][C:2]1[CH:7]=[C:6]([C:8](=[O:10])[NH2:9])[N:5]=[C:4]([CH:11]2[CH2:16][CH2:15][N:14]([C:17]([O:19][C:20]([CH3:23])([CH3:22])[CH3:21])=[O:18])[CH2:13][CH2:12]2)[CH:3]=1. The catalyst class is: 19. (3) Reactant: [CH3:1][C:2]1[C:3]([CH2:8][N:9]([CH2:20][C:21]2[C:26]([CH3:27])=[CH:25][CH:24]=[CH:23][N:22]=2)[CH:10]2[CH2:15][CH2:14][N:13]([C:16]([NH:18][OH:19])=[NH:17])[CH2:12][CH2:11]2)=[N:4][CH:5]=[CH:6][CH:7]=1.[CH:28]([O-])([O-])OCC. Product: [CH3:1][C:2]1[C:3]([CH2:8][N:9]([CH2:20][C:21]2[C:26]([CH3:27])=[CH:25][CH:24]=[CH:23][N:22]=2)[CH:10]2[CH2:11][CH2:12][N:13]([C:16]3[N:17]=[CH:28][O:19][N:18]=3)[CH2:14][CH2:15]2)=[N:4][CH:5]=[CH:6][CH:7]=1. The catalyst class is: 12. (4) Product: [CH3:1][O:2][C:3]([C:5]1[S:9][C:8]2[CH:10]=[C:11]([NH2:14])[CH:12]=[CH:13][C:7]=2[C:6]=1[O:22][CH2:23][C:24]([O:26][CH3:27])=[O:25])=[O:4]. Reactant: [CH3:1][O:2][C:3]([C:5]1[S:9][C:8]2[CH:10]=[C:11]([NH:14]C(OC(C)(C)C)=O)[CH:12]=[CH:13][C:7]=2[C:6]=1[O:22][CH2:23][C:24]([O:26][CH3:27])=[O:25])=[O:4].FC(F)(F)C(O)=O. The catalyst class is: 4. (5) Reactant: [F:1][C:2]1[CH:7]=[C:6]([C:8]([O:10][CH3:11])=[O:9])[CH:5]=[CH:4][C:3]=1[CH2:12][C:13]([OH:15])=O.C(Cl)(=O)C([Cl:19])=O.CN(C=O)C. The catalyst class is: 2. Product: [Cl:19][C:13](=[O:15])[CH2:12][C:3]1[CH:4]=[CH:5][C:6]([C:8]([O:10][CH3:11])=[O:9])=[CH:7][C:2]=1[F:1]. (6) Reactant: [C:1]([O:5][OH:6])([CH3:4])([CH3:3])[CH3:2].[OH-].[Na+].[C:9](Cl)(=[O:16])[C:10]1[CH:15]=[CH:14][CH:13]=[CH:12][CH:11]=1.Cl. Product: [C:9]([O:6][O:5][C:1]([CH3:4])([CH3:3])[CH3:2])(=[O:16])[C:10]1[CH:15]=[CH:14][CH:13]=[CH:12][CH:11]=1. The catalyst class is: 6. (7) Reactant: F[C:2]1[CH:7]=[CH:6][C:5]([S:8]([N:11]([CH2:21][CH:22]([CH3:24])[CH3:23])[C:12]2[CH:17]=[CH:16][C:15]([CH:18]([CH3:20])[CH3:19])=[CH:14][N:13]=2)(=[O:10])=[O:9])=[CH:4][CH:3]=1.[H-].[Na+].[F:27][C@H:28]1[C@@H:33]([CH2:34][OH:35])[CH2:32][CH2:31][N:30]([C:36]([O:38][C:39]([CH3:42])([CH3:41])[CH3:40])=[O:37])[CH2:29]1. The catalyst class is: 9. Product: [F:27][C@H:28]1[C@@H:33]([CH2:34][O:35][C:2]2[CH:7]=[CH:6][C:5]([S:8](=[O:9])(=[O:10])[N:11]([CH2:21][CH:22]([CH3:23])[CH3:24])[C:12]3[CH:17]=[CH:16][C:15]([CH:18]([CH3:20])[CH3:19])=[CH:14][N:13]=3)=[CH:4][CH:3]=2)[CH2:32][CH2:31][N:30]([C:36]([O:38][C:39]([CH3:42])([CH3:41])[CH3:40])=[O:37])[CH2:29]1. (8) Reactant: [Cl:1][C:2]1[CH:7]=[C:6]([O:8][CH3:9])[CH:5]=[C:4]([Cl:10])[CH:3]=1.[Br:11]N1C(=O)CCC1=O.Cl. Product: [Br:11][C:3]1[C:2]([Cl:1])=[CH:7][C:6]([O:8][CH3:9])=[CH:5][C:4]=1[Cl:10]. The catalyst class is: 21.